From a dataset of Reaction yield outcomes from USPTO patents with 853,638 reactions. Predict the reaction yield, written as a fraction of the theoretical maximum amount of product (1.0 means a 100% yield; for example, 0.34 means a 34% yield). (1) The reactants are Br[C:2]1[CH:3]=[N:4][CH:5]=[CH:6][C:7]=1[CH3:8].[C:9]1([CH2:15][SH:16])[CH:14]=[CH:13][CH:12]=[CH:11][CH:10]=1.C(N(CC)C(C)C)(C)C.C1(P(C2C=CC=CC=2)C2C3OC4C(=CC=CC=4P(C4C=CC=CC=4)C4C=CC=CC=4)C(C)(C)C=3C=CC=2)C=CC=CC=1. The catalyst is C1(C)C=CC=CC=1.C1C=CC(/C=C/C(/C=C/C2C=CC=CC=2)=O)=CC=1.C1C=CC(/C=C/C(/C=C/C2C=CC=CC=2)=O)=CC=1.C1C=CC(/C=C/C(/C=C/C2C=CC=CC=2)=O)=CC=1.[Pd].[Pd]. The product is [CH2:15]([S:16][C:2]1[CH:3]=[N:4][CH:5]=[CH:6][C:7]=1[CH3:8])[C:9]1[CH:14]=[CH:13][CH:12]=[CH:11][CH:10]=1. The yield is 0.590. (2) The reactants are [I-].[CH2:2]([C:4]1([O:9][C:10](=[O:36])[CH2:11][O:12][C:13]([C:15]2[CH:16]=[CH:17][C:18]([O:34][CH3:35])=[C:19]([S+:21]3[C:25]4[CH:26]=[CH:27][CH:28]=[CH:29][C:24]=4[C:23]4[CH:30]=[CH:31][CH:32]=[CH:33][C:22]3=4)[CH:20]=2)=[O:14])[CH2:8][CH2:7][CH2:6][CH2:5]1)[CH3:3].[CH3:37][C@:38]12[CH2:54][CH2:53][C:52](=[O:55])[CH2:51][CH:50]1[CH2:49][C:48](=[O:56])[C@@H:47]1[C@@H:39]2[CH2:40][C:41](=[O:77])[C@@:42]2([CH3:76])[C@H:46]1[CH2:45][CH2:44][C@@H:43]2[C@H:57]([CH3:75])[CH2:58][CH2:59][C:60]([O:62][CH2:63][CH2:64][C:65]([F:74])([F:73])[C:66]([F:72])([F:71])[S:67]([O-:70])(=[O:69])=[O:68])=[O:61].[Na+].O. The catalyst is ClCCl. The product is [CH3:37][C@:38]12[CH2:54][CH2:53][C:52](=[O:55])[CH2:51][CH:50]1[CH2:49][C:48](=[O:56])[C@@H:47]1[C@@H:39]2[CH2:40][C:41](=[O:77])[C@@:42]2([CH3:76])[C@H:46]1[CH2:45][CH2:44][C@@H:43]2[C@H:57]([CH3:75])[CH2:58][CH2:59][C:60]([O:62][CH2:63][CH2:64][C:65]([F:74])([F:73])[C:66]([F:71])([F:72])[S:67]([O-:70])(=[O:68])=[O:69])=[O:61].[CH2:2]([C:4]1([O:9][C:10](=[O:36])[CH2:11][O:12][C:13]([C:15]2[CH:16]=[CH:17][C:18]([O:34][CH3:35])=[C:19]([S+:21]3[C:22]4[CH:33]=[CH:32][CH:31]=[CH:30][C:23]=4[C:24]4[CH:29]=[CH:28][CH:27]=[CH:26][C:25]3=4)[CH:20]=2)=[O:14])[CH2:5][CH2:6][CH2:7][CH2:8]1)[CH3:3]. The yield is 0.840. (3) The reactants are Br[C:2]1[S:3][C:4]2[CH:10]=[C:9]([CH2:11][N:12]3[C:16]4[CH:17]=[C:18]([O:23][CH3:24])[C:19]([O:21][CH3:22])=[CH:20][C:15]=4[N:14]=[CH:13]3)[CH:8]=[CH:7][C:5]=2[N:6]=1.CC[N:27](C(C)C)[CH:28]([CH3:30])[CH3:29].[CH3:34][C:35]([N:37]([CH3:39])[CH3:38])=[O:36]. No catalyst specified. The product is [C:19]([OH:21])(=[O:36])[CH3:20].[CH3:22][O:21][C:19]1[C:18]([O:23][CH3:24])=[CH:17][C:16]2[N:12]([CH2:11][C:9]3[CH:8]=[CH:7][C:5]4[N:6]=[C:2]([NH:27][CH:28]5[CH2:30][CH2:39][N:37]([C:35](=[O:36])[CH3:34])[CH2:38][CH2:29]5)[S:3][C:4]=4[CH:10]=3)[CH:13]=[N:14][C:15]=2[CH:20]=1. The yield is 0.0700. (4) The reactants are [C:1]1([CH2:7][CH2:8][CH2:9][C:10]([NH:12][CH2:13][C:14]([OH:16])=O)=[O:11])[CH:6]=[CH:5][CH:4]=[CH:3][CH:2]=1.Cl.[CH2:18]([O:20][C:21]([CH:23]1[CH2:27][CH:26]([OH:28])[CH2:25][NH:24]1)=[O:22])[CH3:19].CCN(CC)CC.CN(C(ON1N=NC2C=CC=CC1=2)=[N+](C)C)C.F[P-](F)(F)(F)(F)F. The catalyst is CN(C=O)C.C(Cl)Cl. The product is [CH2:18]([O:20][C:21]([CH:23]1[CH2:27][CH:26]([OH:28])[CH2:25][N:24]1[C:14](=[O:16])[CH2:13][NH:12][C:10](=[O:11])[CH2:9][CH2:8][CH2:7][C:1]1[CH:2]=[CH:3][CH:4]=[CH:5][CH:6]=1)=[O:22])[CH3:19]. The yield is 0.310. (5) The reactants are [C:1]([NH:8][C@H:9]([C:18]([OH:20])=[O:19])[CH2:10][C:11]1[CH:16]=[CH:15][C:14]([OH:17])=[CH:13][CH:12]=1)([O:3][C:4]([CH3:7])([CH3:6])[CH3:5])=[O:2].Cl[C:22]1[C:31]2[C:26](=[CH:27][CH:28]=[CH:29][CH:30]=2)[N:25]=[CH:24][CH:23]=1.BrC1C=CC(Cl)=NC=1.O. The catalyst is CS(C)=O. The product is [N:25]1[C:26]2[C:31](=[CH:30][CH:29]=[CH:28][CH:27]=2)[C:22]([O:17][C:14]2[CH:13]=[CH:12][C:11]([CH2:10][C@H:9]([NH:8][C:1]([O:3][C:4]([CH3:5])([CH3:7])[CH3:6])=[O:2])[C:18]([OH:20])=[O:19])=[CH:16][CH:15]=2)=[CH:23][CH:24]=1. The yield is 0.680. (6) The reactants are [CH2:1]([NH:8][C:9]1[C:18]2[CH2:17]C[CH2:15][CH2:14][C:13]=2[N:12]=[C:11]([Cl:19])[N:10]=1)[C:2]1[CH:7]=[CH:6][CH:5]=[CH:4][CH:3]=1.C([N-]C(C)C)(C)C.[Li+].C(NC1C2C[O:56]CCC=2N=C(N2C3C=CC=C(C#N)C=3C=C2C)N=1)C1C=CC=CC=1. The catalyst is O1CCCC1. The product is [CH2:1]([NH:8][C:9]1[C:18]2[CH2:17][O:56][CH2:15][CH2:14][C:13]=2[N:12]=[C:11]([Cl:19])[N:10]=1)[C:2]1[CH:7]=[CH:6][CH:5]=[CH:4][CH:3]=1. The yield is 0.600. (7) The reactants are C([C:3]1[CH:25]=[CH:24][C:6]([C:7]([NH:9][C:10]2[CH:15]=[CH:14][CH:13]=[CH:12][C:11]=2[NH:16][C:17](=[O:23])[O:18][C:19]([CH3:22])([CH3:21])[CH3:20])=[O:8])=[CH:5][CH:4]=1)=O.C1(P(=[CH:45][CH:46]=[O:47])(C2C=CC=CC=2)C2C=CC=CC=2)C=CC=CC=1.[C:48]1(C)C=CC=CC=1. No catalyst specified. The product is [O:47]=[CH:46][CH:45]=[CH:48][C:3]1[CH:25]=[CH:24][C:6]([C:7]([NH:9][C:10]2[CH:15]=[CH:14][CH:13]=[CH:12][C:11]=2[NH:16][C:17](=[O:23])[O:18][C:19]([CH3:20])([CH3:21])[CH3:22])=[O:8])=[CH:5][CH:4]=1. The yield is 0.860.